Dataset: Forward reaction prediction with 1.9M reactions from USPTO patents (1976-2016). Task: Predict the product of the given reaction. (1) Given the reactants [CH3:1][C@@:2]12[C:19](=[O:20])[CH2:18][CH2:17][C@H:3]1[C@H:4]1[C@H:13]([CH2:14][CH2:15]2)[CH2:12][C@H:11]2[C@@H:6]([CH2:7][CH2:8][C:9](=[O:16])[CH2:10]2)[CH2:5]1.CCC(C)[BH-](C(C)CC)C(C)CC.[K+].[OH-].[Na+].OO, predict the reaction product. The product is: [OH:16][C@H:9]1[CH2:8][CH2:7][C@@H:6]2[C@H:11]([CH2:12][C@@H:13]3[C@@H:4]([CH2:5]2)[C@@H:3]2[CH2:17][CH2:18][C:19](=[O:20])[C@@:2]2([CH3:1])[CH2:15][CH2:14]3)[CH2:10]1. (2) Given the reactants C(O)(=O)C.[C:5]1([C@H:11]([NH:13][C:14]2[CH2:23][CH2:22][C:17]3([O:21][CH2:20][CH2:19][O:18]3)[CH2:16][C:15]=2[C:24]([O:26][CH2:27][CH3:28])=[O:25])[CH3:12])[CH:10]=[CH:9][CH:8]=[CH:7][CH:6]=1, predict the reaction product. The product is: [C:5]1([C@H:11]([NH:13][C@@H:14]2[CH2:23][CH2:22][C:17]3([O:21][CH2:20][CH2:19][O:18]3)[CH2:16][C@@H:15]2[C:24]([O:26][CH2:27][CH3:28])=[O:25])[CH3:12])[CH:10]=[CH:9][CH:8]=[CH:7][CH:6]=1. (3) Given the reactants [Cl:1][C:2]1[CH:7]=[CH:6][CH:5]=[C:4]([Cl:8])[C:3]=1[C:9]([NH:11][C@H:12]([C:34]([O:36]C)=[O:35])[CH2:13][C:14]1[CH:19]=[CH:18][C:17]([O:20][CH2:21][CH2:22][C:23]2[CH:32]=[CH:31][C:30]3[CH:29]([CH3:33])[CH2:28][CH2:27][NH:26][C:25]=3[N:24]=2)=[CH:16][CH:15]=1)=[O:10].O.[Li+].[OH-], predict the reaction product. The product is: [Cl:8][C:4]1[CH:5]=[CH:6][CH:7]=[C:2]([Cl:1])[C:3]=1[C:9]([NH:11][C@H:12]([C:34]([OH:36])=[O:35])[CH2:13][C:14]1[CH:19]=[CH:18][C:17]([O:20][CH2:21][CH2:22][C:23]2[CH:32]=[CH:31][C:30]3[CH:29]([CH3:33])[CH2:28][CH2:27][NH:26][C:25]=3[N:24]=2)=[CH:16][CH:15]=1)=[O:10]. (4) Given the reactants [CH2:1]([OH:6])[CH:2]([OH:5])[CH2:3][OH:4].[CH2:7]([OH:12])[CH:8]([OH:11])[CH2:9][OH:10].[CH2:13]([OH:18])[CH:14]([OH:17])[CH2:15][OH:16].[CH2:19]([OH:24])[CH:20]([OH:23])[CH2:21][OH:22].[C:25]([OH:34])(=[O:33])[CH2:26][CH2:27][CH2:28][CH2:29][CH2:30][CH2:31][CH3:32].ON1C(=O)CCC1=O.CC(N=C=NC(C)C)C, predict the reaction product. The product is: [CH2:27]([CH:26]([CH2:1][CH2:2][CH2:3][CH2:7][CH2:8][CH3:9])[C:25]([OH:34])=[O:33])[CH2:28][CH2:29][CH2:30][CH2:31][CH3:32].[OH:18][CH2:13][CH:14]([CH2:15][OH:16])[OH:17].[OH:24][CH2:19][CH:20]([CH2:21][OH:22])[OH:23].[OH:6][CH2:1][CH:2]([CH2:3][OH:4])[OH:5].[OH:12][CH2:7][CH:8]([CH2:9][OH:10])[OH:11]. (5) The product is: [CH3:19][C:16]([NH:1][C:2]1[CH:7]=[CH:6][CH:5]=[CH:4][CH:3]=1)([CH3:20])[C:17]#[CH:18]. Given the reactants [NH2:1][C:2]1[CH:7]=[CH:6][CH:5]=[CH:4][CH:3]=1.C(N(CC)CC)C.Cl[C:16]([CH3:20])([CH3:19])[C:17]#[CH:18], predict the reaction product. (6) Given the reactants [C:1]1([C@@H:7]2[O:9][C@H:8]2[CH2:10][OH:11])[CH:6]=[CH:5][CH:4]=[CH:3][CH:2]=1.[NH4+:12].[OH-], predict the reaction product. The product is: [NH2:12][C@H:7]([C:1]1[CH:6]=[CH:5][CH:4]=[CH:3][CH:2]=1)[C@@H:8]([OH:9])[CH2:10][OH:11]. (7) Given the reactants [C:1]([C:4]1[CH:5]=[C:6]([CH:17]=[CH:18][CH:19]=1)[O:7][C:8]1[CH:13]=[CH:12][C:11]([N+:14]([O-:16])=[O:15])=[CH:10][CH:9]=1)(O)=[O:2].[CH3:20][N:21]1CCOCC1.CN, predict the reaction product. The product is: [CH3:20][NH:21][C:1]([C:4]1[CH:5]=[C:6]([CH:17]=[CH:18][CH:19]=1)[O:7][C:8]1[CH:13]=[CH:12][C:11]([N+:14]([O-:16])=[O:15])=[CH:10][CH:9]=1)=[O:2]. (8) Given the reactants [CH:1]1([CH2:5][N:6]2[CH:14]=[C:13]3[C:8]([CH:9]=[C:10]([C:15]4[CH:16]=[C:17]([CH:25]5[CH2:30][CH2:29][NH:28][CH2:27][CH2:26]5)[N:18]5[C:23]=4[C:22]([NH2:24])=[N:21][CH:20]=[N:19]5)[CH:11]=[CH:12]3)=[N:7]2)[CH2:4][CH2:3][CH2:2]1.Cl[CH2:32][C:33](N(C)C)=[O:34], predict the reaction product. The product is: [C:33]([N:28]1[CH2:29][CH2:30][CH:25]([C:17]2[N:18]3[C:23]([C:22]([NH2:24])=[N:21][CH:20]=[N:19]3)=[C:15]([C:10]3[CH:11]=[CH:12][C:13]4[C:8]([CH:9]=3)=[N:7][N:6]([CH2:5][CH:1]3[CH2:2][CH2:3][CH2:4]3)[CH:14]=4)[CH:16]=2)[CH2:26][CH2:27]1)(=[O:34])[CH3:32]. (9) Given the reactants C(OC([N:8]1[CH2:37][CH2:36][C:11]2([C:15](=[O:16])[N:14]([C:17]3[CH:22]=[CH:21][C:20]([CH:23]4[CH2:28][CH2:27][CH:26]([N:29]5[CH2:33][CH2:32][CH2:31][C@@H:30]5[CH3:34])[CH2:25][CH2:24]4)=[CH:19][C:18]=3[F:35])[CH2:13][CH2:12]2)[CH2:10][CH2:9]1)=O)(C)(C)C.[ClH:38], predict the reaction product. The product is: [ClH:38].[F:35][C:18]1[CH:19]=[C:20]([CH:23]2[CH2:28][CH2:27][CH:26]([N:29]3[CH2:33][CH2:32][CH2:31][C@@H:30]3[CH3:34])[CH2:25][CH2:24]2)[CH:21]=[CH:22][C:17]=1[N:14]1[CH2:13][CH2:12][C:11]2([CH2:10][CH2:9][NH:8][CH2:37][CH2:36]2)[C:15]1=[O:16].